From a dataset of Forward reaction prediction with 1.9M reactions from USPTO patents (1976-2016). Predict the product of the given reaction. (1) Given the reactants C[O:2][C:3](=[O:31])[CH:4]([S:21][CH2:22][CH2:23][C:24]1[CH:29]=[CH:28][C:27]([F:30])=[CH:26][CH:25]=1)[CH2:5][C:6]1[CH:11]=[CH:10][C:9]([C:12]([CH3:20])([CH3:19])[O:13][SiH2:14][C:15]([CH3:18])([CH3:17])[CH3:16])=[CH:8][CH:7]=1.O.[OH-].[Na+], predict the reaction product. The product is: [C:15]([SiH2:14][O:13][C:12]([CH3:20])([CH3:19])[C:9]1[CH:8]=[CH:7][C:6]([CH2:5][CH:4]([S:21][CH2:22][CH2:23][C:24]2[CH:25]=[CH:26][C:27]([F:30])=[CH:28][CH:29]=2)[C:3]([OH:31])=[O:2])=[CH:11][CH:10]=1)([CH3:18])([CH3:16])[CH3:17]. (2) Given the reactants [CH2:1]([N:8]1[CH2:12][C@H:11]([C:13]2[CH:18]=[CH:17][C:16]([Cl:19])=[CH:15][CH:14]=2)[C@@H:10]([C@@H:20]([OH:22])[CH3:21])[CH2:9]1)[C:2]1[CH:7]=[CH:6][CH:5]=[CH:4][CH:3]=1.[H-].[Na+].Cl[C:26]1[CH:31]=[CH:30][C:29]([C:32]([F:35])([F:34])[F:33])=[CH:28][N:27]=1, predict the reaction product. The product is: [CH2:1]([N:8]1[CH2:12][C@H:11]([C:13]2[CH:14]=[CH:15][C:16]([Cl:19])=[CH:17][CH:18]=2)[C@@H:10]([C@@H:20]([O:22][C:26]2[CH:31]=[CH:30][C:29]([C:32]([F:35])([F:34])[F:33])=[CH:28][N:27]=2)[CH3:21])[CH2:9]1)[C:2]1[CH:3]=[CH:4][CH:5]=[CH:6][CH:7]=1. (3) Given the reactants [F:1][C:2]1[CH:34]=[CH:33][CH:32]=[C:31]([F:35])[C:3]=1[CH2:4][C:5]1[CH:10]=[CH:9][CH:8]=[C:7]([O:11][CH3:12])[C:6]=1[N:13]([S:18]([C:21]1[CH:26]=[CH:25][C:24]([O:27][CH3:28])=[C:23]([O:29][CH3:30])[CH:22]=1)(=[O:20])=[O:19])[CH2:14][C:15]([OH:17])=O.[CH2:36]([N:38]1CCOCC1)[CH3:37].ClC(OCC)=O.C(N)C, predict the reaction product. The product is: [F:1][C:2]1[CH:34]=[CH:33][CH:32]=[C:31]([F:35])[C:3]=1[CH2:4][C:5]1[CH:10]=[CH:9][CH:8]=[C:7]([O:11][CH3:12])[C:6]=1[N:13]([S:18]([C:21]1[CH:26]=[CH:25][C:24]([O:27][CH3:28])=[C:23]([O:29][CH3:30])[CH:22]=1)(=[O:19])=[O:20])[CH2:14][C:15]([NH:38][CH2:36][CH3:37])=[O:17]. (4) Given the reactants [C:1]([O:5][C:6](=[O:34])[NH:7][CH2:8][CH2:9][CH2:10][NH:11][CH:12]([C:16]1[N:21]([CH2:22][C:23]2[CH:28]=[CH:27][CH:26]=[CH:25][CH:24]=2)[C:20](=[O:29])[C:19]2=[C:30]([Cl:33])[CH:31]=[CH:32][N:18]2[N:17]=1)[CH:13]1[CH2:15][CH2:14]1)([CH3:4])([CH3:3])[CH3:2].C(N(CC)CC)C.[Cl:42][C:43]1[CH:51]=[CH:50][C:46]([C:47](Cl)=[O:48])=[CH:45][CH:44]=1, predict the reaction product. The product is: [C:1]([O:5][C:6](=[O:34])[NH:7][CH2:8][CH2:9][CH2:10][N:11]([CH:12]([C:16]1[N:21]([CH2:22][C:23]2[CH:28]=[CH:27][CH:26]=[CH:25][CH:24]=2)[C:20](=[O:29])[C:19]2=[C:30]([Cl:33])[CH:31]=[CH:32][N:18]2[N:17]=1)[CH:13]1[CH2:14][CH2:15]1)[C:47](=[O:48])[C:46]1[CH:50]=[CH:51][C:43]([Cl:42])=[CH:44][CH:45]=1)([CH3:4])([CH3:2])[CH3:3]. (5) Given the reactants C1C(=O)N([Br:8])C(=O)C1.[CH3:9][C:10]([Si:13]([CH3:33])([CH3:32])[O:14][CH2:15][CH2:16][O:17][C:18]1[CH:19]=[C:20]2[C:24](=[CH:25][CH:26]=1)[NH:23][C:22]([C:27]([O:29][CH2:30][CH3:31])=[O:28])=[CH:21]2)([CH3:12])[CH3:11], predict the reaction product. The product is: [Br:8][C:21]1[C:20]2[C:24](=[CH:25][CH:26]=[C:18]([O:17][CH2:16][CH2:15][O:14][Si:13]([C:10]([CH3:11])([CH3:9])[CH3:12])([CH3:33])[CH3:32])[CH:19]=2)[NH:23][C:22]=1[C:27]([O:29][CH2:30][CH3:31])=[O:28]. (6) Given the reactants C[O:2][C:3]1[CH:12]=[C:11]([O:13]C)[CH:10]=[C:9]2[C:4]=1[C:5](=[S:23])[N:6]([C:15]1[CH:20]=[CH:19][C:18]([O:21]C)=[CH:17][CH:16]=1)[CH:7]=[N:8]2.B(Br)(Br)Br.Cl.N1C=CC=CC=1.C([O-])(O)=O.[Na+], predict the reaction product. The product is: [OH:2][C:3]1[CH:12]=[C:11]([OH:13])[CH:10]=[C:9]2[C:4]=1[C:5](=[S:23])[N:6]([C:15]1[CH:16]=[CH:17][C:18]([OH:21])=[CH:19][CH:20]=1)[CH:7]=[N:8]2. (7) Given the reactants [C:1](O)(=O)[CH2:2][C:3]([OH:5])=[O:4].[CH:8]1(C=O)[CH2:13][CH2:12][CH2:11][CH2:10][CH2:9]1.Cl, predict the reaction product. The product is: [CH:8]1([CH:1]=[CH:2][C:3]([OH:5])=[O:4])[CH2:13][CH2:12][CH2:11][CH2:10][CH2:9]1.